Task: Predict the reactants needed to synthesize the given product.. Dataset: Full USPTO retrosynthesis dataset with 1.9M reactions from patents (1976-2016) (1) Given the product [CH3:34][N:35]([CH3:36])[CH2:24][CH2:23][C:21]1[CH:20]=[CH:19][N:18]2[C:14]([C:12]([NH:11][C:9]3[CH:8]=[CH:7][CH:6]=[C:5]4[C:10]=3[C:2]([CH3:1])=[N:3][N:4]4[CH2:26][C:27]3[CH:32]=[CH:31][CH:30]=[C:29]([CH3:33])[N:28]=3)=[O:13])=[CH:15][N:16]=[C:17]2[CH:22]=1, predict the reactants needed to synthesize it. The reactants are: [CH3:1][C:2]1[C:10]2[C:5](=[CH:6][CH:7]=[CH:8][C:9]=2[NH:11][C:12]([C:14]2[N:18]3[CH:19]=[CH:20][C:21]([CH2:23][CH:24]=O)=[CH:22][C:17]3=[N:16][CH:15]=2)=[O:13])[N:4]([CH2:26][C:27]2[CH:32]=[CH:31][CH:30]=[C:29]([CH3:33])[N:28]=2)[N:3]=1.[CH3:34][NH:35][CH3:36].C(O[BH-](OC(=O)C)OC(=O)C)(=O)C.[Na+]. (2) Given the product [F:12][C:13]1[CH:18]=[C:17]([N:3]2[CH:4]=[CH:5][C:6]([C:8]([O:10][CH3:11])=[O:9])=[CH:7][C:2]2=[O:1])[CH:16]=[CH:15][CH:14]=1, predict the reactants needed to synthesize it. The reactants are: [O:1]=[C:2]1[CH:7]=[C:6]([C:8]([O:10][CH3:11])=[O:9])[CH:5]=[CH:4][NH:3]1.[F:12][C:13]1[CH:14]=[C:15](B(O)O)[CH:16]=[CH:17][CH:18]=1.N1C=CC=CC=1.CC1(C)N([O])C(C)(C)CCC1. (3) Given the product [CH3:26][O:25][CH2:24][CH2:23][O:22][CH2:21][CH2:20][O:19][CH2:18][CH2:17][O:1][C@H:2]1[CH2:6][CH2:5][N:4]([C:7]([O:9][C:10]([CH3:13])([CH3:12])[CH3:11])=[O:8])[CH2:3]1, predict the reactants needed to synthesize it. The reactants are: [OH:1][C@H:2]1[CH2:6][CH2:5][N:4]([C:7]([O:9][C:10]([CH3:13])([CH3:12])[CH3:11])=[O:8])[CH2:3]1.[H-].[Na+].Br[CH2:17][CH2:18][O:19][CH2:20][CH2:21][O:22][CH2:23][CH2:24][O:25][CH3:26]. (4) The reactants are: [C:1](OC(=O)C)(=[O:3])[CH3:2].[CH3:8][NH:9][C@H:10]([CH3:39])[CH2:11][O:12][C:13]1[CH:22]=[CH:21][CH:20]=[C:19]2[C:14]=1[C:15]([NH:23][C:24]1[CH:29]=[CH:28][C:27]([O:30][C:31]3[CH:32]=[N:33][C:34]([CH3:37])=[CH:35][CH:36]=3)=[C:26]([CH3:38])[CH:25]=1)=[N:16][CH:17]=[N:18]2.C(=O)([O-])[O-].[K+].[K+]. Given the product [CH3:8][N:9]([C@H:10]([CH3:39])[CH2:11][O:12][C:13]1[CH:22]=[CH:21][CH:20]=[C:19]2[C:14]=1[C:15]([NH:23][C:24]1[CH:29]=[CH:28][C:27]([O:30][C:31]3[CH:32]=[N:33][C:34]([CH3:37])=[CH:35][CH:36]=3)=[C:26]([CH3:38])[CH:25]=1)=[N:16][CH:17]=[N:18]2)[C:1](=[O:3])[CH3:2], predict the reactants needed to synthesize it. (5) Given the product [Cl:1][C:2]1[CH:7]=[CH:6][C:5]([N:8]2[CH2:37][C:30]3[C:21]4=[C:22]([C:23](=[O:27])[N:24]([CH3:26])[CH:25]=[C:20]4[C:10]4[CH:11]=[C:12]([CH2:15][S:16]([CH3:19])(=[O:18])=[O:17])[CH:13]=[CH:14][C:9]2=4)[NH:28][C:29]=3[C:31]([O:33][CH2:34][CH3:35])=[O:32])=[CH:4][CH:3]=1, predict the reactants needed to synthesize it. The reactants are: [Cl:1][C:2]1[CH:7]=[CH:6][C:5]([NH:8][C:9]2[CH:14]=[CH:13][C:12]([CH2:15][S:16]([CH3:19])(=[O:18])=[O:17])=[CH:11][C:10]=2[C:20]2[C:21]3[CH:30]=[C:29]([C:31]([O:33][CH2:34][CH3:35])=[O:32])[NH:28][C:22]=3[C:23](=[O:27])[N:24]([CH3:26])[CH:25]=2)=[CH:4][CH:3]=1.Cl.[CH2:37]=O. (6) Given the product [F:1][C:2]1[CH:11]=[CH:10][C:5]([C:6]([OH:8])=[O:7])=[CH:4][C:3]=1[NH:12][C:13]([C:15]1[N:19]2[CH:20]=[CH:21][CH:22]=[CH:23][C:18]2=[N:17][CH:16]=1)=[O:14], predict the reactants needed to synthesize it. The reactants are: [F:1][C:2]1[CH:11]=[CH:10][C:5]([C:6]([O:8]C)=[O:7])=[CH:4][C:3]=1[NH:12][C:13]([C:15]1[N:19]2[CH:20]=[CH:21][CH:22]=[CH:23][C:18]2=[N:17][CH:16]=1)=[O:14].O[Li].O.Cl. (7) Given the product [F:1][C:2]([F:36])([F:35])[C:3]1[CH:4]=[C:5]([C:13]([CH3:34])([CH3:33])[C:14]([N:16]([C:18]2[CH:19]=[N:20][C:21]([N:20]3[CH2:19][CH:18]([CH3:23])[NH:16][CH2:44][CH:39]3[CH3:45])=[CH:22][C:23]=2[C:24]2[CH:29]=[CH:28][C:27]([F:30])=[CH:26][C:25]=2[CH3:31])[CH3:17])=[O:15])[CH:6]=[C:7]([C:9]([F:12])([F:11])[F:10])[CH:8]=1, predict the reactants needed to synthesize it. The reactants are: [F:1][C:2]([F:36])([F:35])[C:3]1[CH:4]=[C:5]([C:13]([CH3:34])([CH3:33])[C:14]([N:16]([C:18]2[CH:19]=[N:20][C:21](Cl)=[CH:22][C:23]=2[C:24]2[CH:29]=[CH:28][C:27]([F:30])=[CH:26][C:25]=2[CH3:31])[CH3:17])=[O:15])[CH:6]=[C:7]([C:9]([F:12])([F:11])[F:10])[CH:8]=1.[OH-].[Na+].[C:39]1([CH3:45])[CH:44]=CC=CC=1. (8) Given the product [CH2:46]([NH:45][C:33](=[O:35])[CH:32]([NH:31][C:29]([C:26]1[CH:25]=[C:24]([C:20]2[CH:19]=[C:18]([O:17][C:16]3[CH:41]=[CH:42][C:13]([NH:12][C:10]([NH:9][C:3]4[CH:4]=[C:5]([CH3:8])[CH:6]=[CH:7][C:2]=4[F:1])=[O:11])=[CH:14][CH:15]=3)[CH:23]=[CH:22][N:21]=2)[NH:28][CH:27]=1)=[O:30])[CH2:36][CH2:37][C:38]([NH:62][CH2:59][CH3:55])=[O:39])[CH3:47], predict the reactants needed to synthesize it. The reactants are: [F:1][C:2]1[CH:7]=[CH:6][C:5]([CH3:8])=[CH:4][C:3]=1[NH:9][C:10]([NH:12][C:13]1[CH:42]=[CH:41][C:16]([O:17][C:18]2[CH:23]=[CH:22][N:21]=[C:20]([C:24]3[NH:28][CH:27]=[C:26]([C:29]([NH:31][CH:32]([CH2:36][CH2:37][C:38](O)=[O:39])[C:33]([OH:35])=O)=[O:30])[CH:25]=3)[CH:19]=2)=[CH:15][CH:14]=1)=[O:11].Cl.C[N:45](C)[CH2:46][CH2:47]CN=C=NCC.[CH2:55]1[CH2:59]OCC1.Cl.C[N:62](C=O)C.